Dataset: Full USPTO retrosynthesis dataset with 1.9M reactions from patents (1976-2016). Task: Predict the reactants needed to synthesize the given product. (1) The reactants are: [CH3:1][C:2]1[N:7]=[C:6]([C:8]2[S:9][CH:10]=[CH:11][CH:12]=2)[N:5]([CH2:13][CH2:14][C:15]2[CH:20]=[CH:19][CH:18]=[CH:17][CH:16]=2)[C:4](=[O:21])[C:3]=1[CH2:22][C:23]([CH3:25])=[CH2:24]. Given the product [CH3:1][C:2]1[N:7]=[C:6]([C:8]2[S:9][CH:10]=[CH:11][CH:12]=2)[N:5]([CH2:13][CH2:14][C:15]2[CH:20]=[CH:19][CH:18]=[CH:17][CH:16]=2)[C:4](=[O:21])[C:3]=1[CH2:22][CH:23]([CH3:25])[CH3:24], predict the reactants needed to synthesize it. (2) Given the product [OH:37][CH2:36][C:34]1[N:35]=[C:30]([C:9]2[CH:14]=[C:13]([O:15][CH2:16][C:17]3[N:22]=[C:21]([C:23]#[N:24])[CH:20]=[CH:19][CH:18]=3)[N:12]=[C:11]3[CH2:25][CH2:26][CH2:27][C:10]=23)[CH:31]=[N:32][CH:33]=1, predict the reactants needed to synthesize it. The reactants are: CC1(C)C(C)(C)OB([C:9]2[CH:14]=[C:13]([O:15][CH2:16][C:17]3[N:22]=[C:21]([C:23]#[N:24])[CH:20]=[CH:19][CH:18]=3)[N:12]=[C:11]3[CH2:25][CH2:26][CH2:27][C:10]=23)O1.Cl[C:30]1[N:35]=[C:34]([CH2:36][OH:37])[CH:33]=[N:32][CH:31]=1.COC1C=CC=C(OC)C=1C1C=CC=CC=1P(C1CCCCC1)C1CCCCC1.C(=O)([O-])[O-].[K+].[K+]. (3) Given the product [F:1][C:2]1[CH:3]=[C:4]([C:9]2[O:13][N:12]=[CH:11][C:10]=2[CH2:14][CH2:15][CH2:16][OH:17])[CH:5]=[CH:6][C:7]=1[F:8], predict the reactants needed to synthesize it. The reactants are: [F:1][C:2]1[CH:3]=[C:4]([C:9]2[O:13][N:12]=[CH:11][C:10]=2[CH2:14][CH2:15][C:16](OC)=[O:17])[CH:5]=[CH:6][C:7]=1[F:8].[H-].C([Al+]CC(C)C)C(C)C.Cl. (4) Given the product [CH3:1][N:2]([C:8]1[CH:13]=[CH:12][C:11]([N+:14]([O-:16])=[O:15])=[CH:10][CH:9]=1)[C@@H:3]1[CH2:7][CH2:6][N:5]([C:17](=[O:19])[CH3:18])[CH2:4]1, predict the reactants needed to synthesize it. The reactants are: [CH3:1][N:2]([C:8]1[CH:13]=[CH:12][C:11]([N+:14]([O-:16])=[O:15])=[CH:10][CH:9]=1)[C@@H:3]1[CH2:7][CH2:6][NH:5][CH2:4]1.[C:17](Cl)(=[O:19])[CH3:18]. (5) Given the product [CH2:1]([C:7]1[N:8]([CH3:19])[C:9]2[C:14]([CH:15]=1)=[CH:13][CH:12]=[CH:11][CH:10]=2)[CH2:2][CH2:3][CH2:4][CH2:5][CH3:6], predict the reactants needed to synthesize it. The reactants are: [CH2:1]([C:7]1[NH:8][C:9]2[C:14]([CH:15]=1)=[CH:13][CH:12]=[CH:11][CH:10]=2)[CH2:2][CH2:3][CH2:4][CH2:5][CH3:6].[OH-].[K+].I[CH3:19].[Cl-].[NH4+]. (6) Given the product [C:19]([O:18][C:16]([N:10]1[CH2:15][CH2:14][N:13]([C:7]2[CH:6]=[CH:5][CH:4]=[C:3]([F:9])[C:2]=2[Br:1])[CH2:12][CH2:11]1)=[O:17])([CH3:22])([CH3:20])[CH3:21], predict the reactants needed to synthesize it. The reactants are: [Br:1][C:2]1[C:7](F)=[CH:6][CH:5]=[CH:4][C:3]=1[F:9].[N:10]1([C:16]([O:18][C:19]([CH3:22])([CH3:21])[CH3:20])=[O:17])[CH2:15][CH2:14][NH:13][CH2:12][CH2:11]1. (7) Given the product [Cl:33][C:30]1[CH:29]=[CH:28][C:27]([CH:8]([C:5]2[CH:6]=[CH:7][C:2]([Cl:1])=[CH:3][CH:4]=2)[C:9]2[CH:10]=[C:11]3[C:16](=[CH:17][CH:18]=2)[N:15]=[CH:14][N:13]=[C:12]3[NH:19][CH:20]2[CH2:21][CH2:22][C:23]([C:36]3[CH:41]=[CH:40][CH:39]=[CH:38][CH:37]=3)([OH:26])[CH2:24][CH2:25]2)=[CH:32][CH:31]=1, predict the reactants needed to synthesize it. The reactants are: [Cl:1][C:2]1[CH:7]=[CH:6][C:5]([CH:8]([C:27]2[CH:32]=[CH:31][C:30]([Cl:33])=[CH:29][CH:28]=2)[C:9]2[CH:10]=[C:11]3[C:16](=[CH:17][CH:18]=2)[N:15]=[CH:14][N:13]=[C:12]3[NH:19][CH:20]2[CH2:25][CH2:24][C:23](=[O:26])[CH2:22][CH2:21]2)=[CH:4][CH:3]=1.Br[Mg][C:36]1[CH:41]=[CH:40][CH:39]=[CH:38][CH:37]=1. (8) Given the product [CH3:1][N:2]1[CH2:3][CH2:4][N:5]([CH3:6])[CH:12]1[C:8]1[S:7][CH:11]=[CH:10][CH:9]=1, predict the reactants needed to synthesize it. The reactants are: [CH3:1][NH:2][CH2:3][CH2:4][NH:5][CH3:6].[S:7]1[CH:11]=[CH:10][CH:9]=[C:8]1[CH:12]=O.